From a dataset of Reaction yield outcomes from USPTO patents with 853,638 reactions. Predict the reaction yield, written as a fraction of the theoretical maximum amount of product (1.0 means a 100% yield; for example, 0.34 means a 34% yield). The reactants are [CH3:1][C:2]1[C:3](OS(C(F)(F)F)(=O)=O)=[CH:4][C:5]2[C:6]([CH3:14])([CH3:13])[CH2:7][CH:8]=[C:9]([CH3:12])[C:10]=2[CH:11]=1.C1C=CC(P(C2C(C3C(P(C4C=CC=CC=4)C4C=CC=CC=4)=CC=C4C=3C=CC=C4)=C3C(C=CC=C3)=CC=2)C2C=CC=CC=2)=CC=1.C([O-])([O-])=O.[Cs+].[Cs+].[NH2:75][C:76]1[CH:86]=[CH:85][C:79]([C:80]([O:82][CH2:83][CH3:84])=[O:81])=[CH:78][CH:77]=1. The catalyst is CC([O-])=O.CC([O-])=O.[Pd+2].C1(C)C=CC=CC=1. The product is [CH3:1][C:2]1[C:3]([NH:75][C:76]2[CH:77]=[CH:78][C:79]([C:80]([O:82][CH2:83][CH3:84])=[O:81])=[CH:85][CH:86]=2)=[CH:4][C:5]2[C:6]([CH3:14])([CH3:13])[CH2:7][CH:8]=[C:9]([CH3:12])[C:10]=2[CH:11]=1. The yield is 0.800.